Predict the product of the given reaction. From a dataset of Forward reaction prediction with 1.9M reactions from USPTO patents (1976-2016). (1) Given the reactants C[O:2][C:3](=[O:29])[CH2:4][C@@H:5]([NH:21][C:22]([O:24][C:25]([CH3:28])([CH3:27])[CH3:26])=[O:23])[C:6]1[CH:11]=[CH:10][C:9]([C:12](=[O:20])[NH:13]C2C=CN=CC=2)=[CH:8][CH:7]=1.[Li+].[OH-].Cl.O1[CH2:38][CH2:37]OCC1, predict the reaction product. The product is: [C:25]([O:24][C:22]([NH:21][C@@H:5]([C:6]1[CH:7]=[CH:8][C:9]([C:12](=[O:20])[NH:13][C:38]2[CH:37]=[CH:8][CH:9]=[CH:12][N:13]=2)=[CH:10][CH:11]=1)[CH2:4][C:3]([OH:2])=[O:29])=[O:23])([CH3:26])([CH3:28])[CH3:27]. (2) Given the reactants [CH3:1][O:2][C:3]1[CH:19]=[CH:18][CH:17]=[CH:16][C:4]=1[CH2:5][CH2:6][N:7]=[C:8]1[N:13]=[CH:12][C:11]([CH3:15])([CH3:14])[CH2:10][S:9]1.[CH2:20]([N:22]([CH2:25]C)CC)[CH3:21].ClCCl.C(Cl)(=[S:34])OCC, predict the reaction product. The product is: [CH3:1][O:2][C:3]1[CH:19]=[CH:18][CH:17]=[CH:16][C:4]=1[CH2:5][CH2:6][N:7]=[C:8]1[N:13]([C:25](=[S:34])[NH:22][CH2:20][CH3:21])[CH2:12][C:11]([CH3:15])([CH3:14])[CH2:10][S:9]1. (3) Given the reactants O[N:2]=[C:3]([C:5]1[C:6]([OH:32])=[CH:7][C:8]2[O:31][CH2:30][C:11]3([C:19]4[C:14](=[CH:15][CH:16]=[CH:17][CH:18]=4)[N:13]([CH2:20][C:21]4[CH:26]=[CH:25][C:24]([O:27][CH3:28])=[CH:23][CH:22]=4)[C:12]3=[O:29])[C:9]=2[CH:10]=1)[NH2:4].C1(P(C2C=CC=CC=2)C2C=CC=CC=2)C=CC=CC=1.N(C(OCC)=O)=NC(OCC)=O.[OH-].[Na+], predict the reaction product. The product is: [NH2:4][C:3]1[C:5]2[CH:10]=[C:9]3[C:11]4([C:19]5[C:14](=[CH:15][CH:16]=[CH:17][CH:18]=5)[N:13]([CH2:20][C:21]5[CH:26]=[CH:25][C:24]([O:27][CH3:28])=[CH:23][CH:22]=5)[C:12]4=[O:29])[CH2:30][O:31][C:8]3=[CH:7][C:6]=2[O:32][N:2]=1. (4) Given the reactants [C:1]([O:5][C:6](=[O:31])[CH2:7][C@@H:8]([C:16](N1[C@H](C)[C@H](C2C=CC=CC=2)OC1=O)=[O:17])[CH2:9][C@H:10]([CH3:15])[CH2:11][CH2:12][CH2:13][CH3:14])([CH3:4])([CH3:3])[CH3:2].[OH:32]O, predict the reaction product. The product is: [C:1]([O:5][C:6](=[O:31])[CH2:7][C@H:8]([CH2:9][C@H:10]([CH3:15])[CH2:11][CH2:12][CH2:13][CH3:14])[C:16]([OH:17])=[O:32])([CH3:2])([CH3:3])[CH3:4]. (5) Given the reactants [CH3:1][O:2][C:3](=[O:15])[CH2:4][C@H:5]1[C:9]2[CH:10]=[CH:11][C:12]([OH:14])=[CH:13][C:8]=2[O:7][CH2:6]1.[CH3:16][C:17]1[CH:22]=[C:21]([O:23][CH2:24][CH2:25][CH2:26][S:27]([CH3:30])(=[O:29])=[O:28])[CH:20]=[C:19]([CH3:31])[C:18]=1[C:32]1[CH:37]=[CH:36][CH:35]=[C:34]([CH2:38]O)[CH:33]=1.C(P(CCCC)CCCC)CCC.N(C(N1CCCCC1)=O)=NC(N1CCCCC1)=O, predict the reaction product. The product is: [CH3:31][C:19]1[CH:20]=[C:21]([O:23][CH2:24][CH2:25][CH2:26][S:27]([CH3:30])(=[O:28])=[O:29])[CH:22]=[C:17]([CH3:16])[C:18]=1[C:32]1[CH:37]=[CH:36][CH:35]=[C:34]([CH2:38][O:14][C:12]2[CH:11]=[CH:10][C:9]3[C@H:5]([CH2:4][C:3]([O:2][CH3:1])=[O:15])[CH2:6][O:7][C:8]=3[CH:13]=2)[CH:33]=1. (6) Given the reactants [Cl:1][C:2]1[CH:3]=[C:4]2[C:10](=[O:11])[O:9][CH2:8][C:5]2=[N:6][CH:7]=1.[Cl:12][C:13]1[CH:18]=[CH:17][C:16]([OH:19])=[CH:15][CH:14]=1.C[O-].[Na+].C(O)(=O)CC(CC(O)=O)(C(O)=O)O, predict the reaction product. The product is: [Cl:1][C:2]1[CH:7]=[N:6][C:5]([CH2:8][O:19][C:16]2[CH:17]=[CH:18][C:13]([Cl:12])=[CH:14][CH:15]=2)=[C:4]([CH:3]=1)[C:10]([OH:9])=[O:11].